The task is: Predict the reaction yield, written as a fraction of the theoretical maximum amount of product (1.0 means a 100% yield; for example, 0.34 means a 34% yield).. This data is from Reaction yield outcomes from USPTO patents with 853,638 reactions. (1) The reactants are Br[C:2]1[CH:7]=[C:6]([F:8])[CH:5]=[C:4]([Cl:9])[CH:3]=1.[CH3:10][N:11](C=O)C. The catalyst is [C-]#N.[Zn+2].[C-]#N.[Zn]. The product is [Cl:9][C:4]1[CH:3]=[C:2]([CH:7]=[C:6]([F:8])[CH:5]=1)[C:10]#[N:11]. The yield is 0.660. (2) The reactants are Br[C:2]1[C:3]([CH3:19])=[C:4]([CH3:18])[C:5]2[O:9][C:8]([CH2:11][O:12][CH2:13][O:14][CH3:15])([CH3:10])[CH2:7][C:6]=2[C:16]=1[CH3:17].[CH3:20][O:21][C:22]1[CH:27]=[CH:26][C:25]([N:28]2[CH2:33][CH2:32][NH:31][CH2:30][CH2:29]2)=[CH:24][CH:23]=1. No catalyst specified. The product is [CH3:15][O:14][CH2:13][O:12][CH2:11][C:8]1([CH3:10])[CH2:7][C:6]2[C:16]([CH3:17])=[C:2]([N:31]3[CH2:30][CH2:29][N:28]([C:25]4[CH:24]=[CH:23][C:22]([O:21][CH3:20])=[CH:27][CH:26]=4)[CH2:33][CH2:32]3)[C:3]([CH3:19])=[C:4]([CH3:18])[C:5]=2[O:9]1. The yield is 0.480. (3) The reactants are C1(CO[C:9]([N:54]=[C:55]=[O:56])([CH2:13][NH:14][C:15]([C:17]2[CH:18]=[C:19]3[C:23](=[CH:24][CH:25]=2)[N:22]([CH2:26][CH2:27][CH2:28][NH:29][C:30]2[N:31]([C:35]([C:48]4[CH:53]=[CH:52][CH:51]=[CH:50][CH:49]=4)([C:42]4[CH:47]=[CH:46][CH:45]=[CH:44][CH:43]=4)[C:36]4[CH:41]=[CH:40][CH:39]=[CH:38][CH:37]=4)[CH:32]=[CH:33][N:34]=2)[N:21]=[CH:20]3)=[O:16])[C:10]([O-:12])=[O:11])C=CC=CC=1.[OH2:57].[OH-].[Li+]. The catalyst is O1CCCC1.O. The product is [C:17]1([CH2:15][O:57][C:55]([NH:54][CH:9]([CH2:13][NH:14][C:15]([C:17]2[CH:18]=[C:19]3[C:23](=[CH:24][CH:25]=2)[N:22]([CH2:26][CH2:27][CH2:28][NH:29][C:30]2[N:31]([C:35]([C:48]4[CH:53]=[CH:52][CH:51]=[CH:50][CH:49]=4)([C:36]4[CH:41]=[CH:40][CH:39]=[CH:38][CH:37]=4)[C:42]4[CH:43]=[CH:44][CH:45]=[CH:46][CH:47]=4)[CH:32]=[CH:33][N:34]=2)[N:21]=[CH:20]3)=[O:16])[C:10]([OH:12])=[O:11])=[O:56])[CH:18]=[CH:19][CH:23]=[CH:24][CH:25]=1. The yield is 0.530. (4) The reactants are [CH3:1][NH:2][C@H:3]1[CH2:8][CH2:7][C@H:6]([C:9]#[C:10][CH2:11][OH:12])[CH2:5][CH2:4]1.Br[C:14]1[N:19]=[CH:18][C:17]([Br:20])=[CH:16][N:15]=1.C(N(C(C)C)C(C)C)C. No catalyst specified. The product is [Br:20][C:17]1[CH:16]=[N:15][C:14]([N:2]([CH3:1])[C@H:3]2[CH2:4][CH2:5][C@H:6]([C:9]#[C:10][CH2:11][OH:12])[CH2:7][CH2:8]2)=[N:19][CH:18]=1. The yield is 0.730. (5) The reactants are [CH3:1][S:2](Cl)(=[O:4])=[O:3].[NH2:6][C:7]1[CH:8]=[C:9]([CH:15]=[CH:16][C:17]=1[N:18]1[CH2:23][CH2:22][CH2:21][CH2:20][CH:19]1[CH3:24])[C:10]([O:12]CC)=[O:11].[OH-].[Li+].O. The catalyst is C(Cl)Cl.C1COCC1. The product is [CH3:24][CH:19]1[CH2:20][CH2:21][CH2:22][CH2:23][N:18]1[C:17]1[CH:16]=[CH:15][C:9]([C:10]([OH:12])=[O:11])=[CH:8][C:7]=1[NH:6][S:2]([CH3:1])(=[O:4])=[O:3]. The yield is 0.880.